Predict the reactants needed to synthesize the given product. From a dataset of Full USPTO retrosynthesis dataset with 1.9M reactions from patents (1976-2016). (1) Given the product [CH3:1][O:2][C:3](=[O:18])[C@@H:4]([O:15][CH2:16][CH3:17])[CH2:5][C:6]1[CH:11]=[CH:10][C:9]([O:12][CH2:20][C:21]2[N:22]=[C:23]([C:27]3[CH:28]=[CH:29][C:30]([CH:33]([CH3:35])[CH3:34])=[CH:31][CH:32]=3)[O:24][C:25]=2[CH3:26])=[CH:8][C:7]=1[O:13][CH3:14], predict the reactants needed to synthesize it. The reactants are: [CH3:1][O:2][C:3](=[O:18])[C@@H:4]([O:15][CH2:16][CH3:17])[CH2:5][C:6]1[CH:11]=[CH:10][C:9]([OH:12])=[CH:8][C:7]=1[O:13][CH3:14].Cl[CH2:20][C:21]1[N:22]=[C:23]([C:27]2[CH:32]=[CH:31][C:30]([CH:33]([CH3:35])[CH3:34])=[CH:29][CH:28]=2)[O:24][C:25]=1[CH3:26].C(C1C=CC(C=O)=CC=1)(C)C.O=P(Cl)(Cl)Cl.C(=O)([O-])[O-].[Cs+].[Cs+].[I-].[K+]. (2) Given the product [CH3:8][O:9][CH:10]=[C:31]1[CH:36]2[CH2:37][CH2:38][CH:32]1[CH2:33][N:34]([C:39]([O:41][C:42]([CH3:45])([CH3:44])[CH3:43])=[O:40])[CH2:35]2, predict the reactants needed to synthesize it. The reactants are: CC(C)([O-])C.[K+].[Cl-].[CH3:8][O:9][CH2:10][P+](C1C=CC=CC=1)(C1C=CC=CC=1)C1C=CC=CC=1.O=[C:31]1[CH:36]2[CH2:37][CH2:38][CH:32]1[CH2:33][N:34]([C:39]([O:41][C:42]([CH3:45])([CH3:44])[CH3:43])=[O:40])[CH2:35]2. (3) Given the product [Cl:1][C:2]1[C:6]([N:7]([CH2:19][CH3:20])[C:8](=[O:18])[CH2:9][CH2:10][S:11]([CH2:12][CH2:13][C:14]([F:16])([F:15])[F:17])=[O:27])=[CH:5][N:4]([C:21]2[CH:22]=[N:23][CH:24]=[CH:25][CH:26]=2)[N:3]=1, predict the reactants needed to synthesize it. The reactants are: [Cl:1][C:2]1[C:6]([N:7]([CH2:19][CH3:20])[C:8](=[O:18])[CH2:9][CH2:10][S:11][CH2:12][CH2:13][C:14]([F:17])([F:16])[F:15])=[CH:5][N:4]([C:21]2[CH:22]=[N:23][CH:24]=[CH:25][CH:26]=2)[N:3]=1.[OH:27]O. (4) Given the product [CH:6]1([O:5][C:4]2[CH:3]=[C:2]([CH2:25][CH2:24][CH2:23][C:22]([O:21][CH2:19][CH3:20])=[O:27])[CH:17]=[CH:16][CH:15]=2)[C:14]2[C:9](=[CH:10][CH:11]=[CH:12][CH:13]=2)[CH2:8][CH2:7]1, predict the reactants needed to synthesize it. The reactants are: I[C:2]1[CH:3]=[C:4]([CH:15]=[CH:16][CH:17]=1)[O:5][CH:6]1[C:14]2[C:9](=[CH:10][CH:11]=[CH:12][CH:13]=2)[CH2:8][CH2:7]1.[Br-].[CH2:19]([O:21][C:22](=[O:27])[CH2:23][CH2:24][CH2:25][Zn+])[CH3:20].O1CCCC1. (5) Given the product [Cl:29][C:30]1[CH:31]=[C:32]([C:2]2[CH:3]=[CH:4][C:5]([NH:8][C:9](=[O:28])[CH2:10][C:11]3[CH:16]=[CH:15][C:14]([O:17][C:18]4[CH:23]=[CH:22][C:21]([N+:24]([O-:26])=[O:25])=[C:20]([OH:27])[CH:19]=4)=[CH:13][CH:12]=3)=[N:6][CH:7]=2)[CH:33]=[CH:34][C:35]=1[Cl:36], predict the reactants needed to synthesize it. The reactants are: Br[C:2]1[CH:3]=[CH:4][C:5]([NH:8][C:9](=[O:28])[CH2:10][C:11]2[CH:16]=[CH:15][C:14]([O:17][C:18]3[CH:23]=[CH:22][C:21]([N+:24]([O-:26])=[O:25])=[C:20]([OH:27])[CH:19]=3)=[CH:13][CH:12]=2)=[N:6][CH:7]=1.[Cl:29][C:30]1[CH:31]=[C:32](B(O)O)[CH:33]=[CH:34][C:35]=1[Cl:36]. (6) Given the product [CH3:1][O:2][C:3]1[CH:4]=[C:5]2[C:8](=[CH:9][C:10]=1[O:11][CH3:12])[C@@H:7]([C:13]([O:15][CH3:16])=[O:14])[CH2:6]2, predict the reactants needed to synthesize it. The reactants are: [CH3:1][O:2][C:3]1[CH:4]=[C:5]2[C:8](=[CH:9][C:10]=1[O:11][CH3:12])[CH:7]([C:13]([O:15][CH3:16])=[O:14])[CH2:6]2. (7) Given the product [C:23]([N:26]1[C:35]2[C:30](=[CH:31][C:32]([C:2]3[CH:7]=[CH:6][C:5]([CH2:8][N:9]4[CH2:14][CH2:13][N:12]([C:15]([O:17][C:18]([CH3:21])([CH3:20])[CH3:19])=[O:16])[CH2:11][C:10]4=[O:22])=[CH:4][CH:3]=3)=[CH:33][CH:34]=2)[C@H:29]([NH:45][C:46]([O:47][CH:48]([CH3:50])[CH3:49])=[O:51])[CH2:28][C@@H:27]1[CH3:52])(=[O:25])[CH3:24], predict the reactants needed to synthesize it. The reactants are: Br[C:2]1[CH:7]=[CH:6][C:5]([CH2:8][N:9]2[CH2:14][CH2:13][N:12]([C:15]([O:17][C:18]([CH3:21])([CH3:20])[CH3:19])=[O:16])[CH2:11][C:10]2=[O:22])=[CH:4][CH:3]=1.[C:23]([N:26]1[C:35]2[C:30](=[CH:31][C:32](B3OC(C)(C)C(C)(C)O3)=[CH:33][CH:34]=2)[C@H:29]([NH:45][C:46](=[O:51])[O:47][CH:48]([CH3:50])[CH3:49])[CH2:28][C@@H:27]1[CH3:52])(=[O:25])[CH3:24].C(=O)([O-])[O-].[K+].[K+].O1CCOCC1. (8) Given the product [Cl:1][C:2]1[CH:7]=[C:6]([O:8][CH3:9])[N:5]=[C:4]([NH:10][C@@H:15]2[CH2:14][CH2:13][CH2:12][N:37]([C:41]([O:43][C:44]([CH3:47])([CH3:46])[CH3:45])=[O:42])[CH2:36]2)[N:3]=1, predict the reactants needed to synthesize it. The reactants are: [Cl:1][C:2]1[CH:7]=[C:6]([O:8][CH3:9])[N:5]=[C:4]([N:10]2[CH2:15][CH2:14][CH:13](NC(=O)OC(C)(C)C)[CH2:12]C2)[N:3]=1.ClC1N=C(Cl)C=C(OC)N=1.N[C@@H]1CCC[N:37]([C:41]([O:43][C:44]([CH3:47])([CH3:46])[CH3:45])=[O:42])[CH2:36]1. (9) Given the product [Br:40][C:16]1[CH:17]=[C:18]2[C:23](=[CH:24][C:15]=1[CH2:14][N:11]1[CH2:12][CH2:13][C@@H:9]([NH:8][S:3]([N:2]([CH3:7])[CH3:1])(=[O:5])=[O:4])[CH2:10]1)[NH:22][C:21](=[O:25])[N:20]([CH2:26][C:27]1[CH:32]=[C:31]([Cl:33])[CH:30]=[CH:29][C:28]=1[S:34]([CH2:37][CH3:38])(=[O:36])=[O:35])[C:19]2=[O:39], predict the reactants needed to synthesize it. The reactants are: [CH3:1][N:2]([CH3:7])[S:3](Cl)(=[O:5])=[O:4].[NH2:8][C@@H:9]1[CH2:13][CH2:12][N:11]([CH2:14][C:15]2[CH:24]=[C:23]3[C:18]([C:19](=[O:39])[N:20]([CH2:26][C:27]4[CH:32]=[C:31]([Cl:33])[CH:30]=[CH:29][C:28]=4[S:34]([CH2:37][CH3:38])(=[O:36])=[O:35])[C:21](=[O:25])[NH:22]3)=[CH:17][C:16]=2[Br:40])[CH2:10]1.C(N(CC)CC)C.C(=O)(O)[O-].[Na+]. (10) Given the product [CH3:26][C:25]1[C:20]([C:18]([NH:17][C:13]2[CH:14]=[CH:15][CH:16]=[C:11]([O:10][C:7]3[CH:8]=[CH:9][C:4]4[N:5]([CH:27]=[C:2]([NH:1][C:35](=[O:36])[CH2:34][N:28]5[CH2:33][CH2:32][O:31][CH2:30][CH2:29]5)[N:3]=4)[CH:6]=3)[CH:12]=2)=[O:19])=[N:21][CH:22]=[CH:23][CH:24]=1, predict the reactants needed to synthesize it. The reactants are: [NH2:1][C:2]1[N:3]=[C:4]2[CH:9]=[CH:8][C:7]([O:10][C:11]3[CH:12]=[C:13]([NH:17][C:18]([C:20]4[C:25]([CH3:26])=[CH:24][CH:23]=[CH:22][N:21]=4)=[O:19])[CH:14]=[CH:15][CH:16]=3)=[CH:6][N:5]2[CH:27]=1.[N:28]1([CH2:34][C:35](O)=[O:36])[CH2:33][CH2:32][O:31][CH2:30][CH2:29]1.Cl.CN(C)CCCN=C=NCC.N1(O)C2C=CC=CC=2N=N1.C(N(CC)C(C)C)(C)C.